From a dataset of Full USPTO retrosynthesis dataset with 1.9M reactions from patents (1976-2016). Predict the reactants needed to synthesize the given product. (1) Given the product [Br:1][C:2]1[C:3]([CH3:9])=[CH:4][C:5]([NH:8][C:10](=[O:12])[CH3:11])=[N:6][CH:7]=1, predict the reactants needed to synthesize it. The reactants are: [Br:1][C:2]1[C:3]([CH3:9])=[CH:4][C:5]([NH2:8])=[N:6][CH:7]=1.[C:10](OC(=O)C)(=[O:12])[CH3:11]. (2) Given the product [Br:19][C:5]1[CH:4]=[CH:3][C:2]([OH:1])=[C:11]2[C:6]=1[CH:7]=[N:8][CH:9]=[N:10]2, predict the reactants needed to synthesize it. The reactants are: [OH:1][C:2]1[CH:3]=[CH:4][CH:5]=[C:6]2[C:11]=1[N:10]=[CH:9][N:8]=[CH:7]2.C1C(=O)N([Br:19])C(=O)C1. (3) Given the product [CH3:20][C:18]1[CH:17]=[CH:16][N:15]=[C:14]([NH:13][C:2]2[CH:7]=[CH:6][CH:5]=[C:4]([C:8]3[O:12][CH:11]=[N:10][CH:9]=3)[N:3]=2)[CH:19]=1, predict the reactants needed to synthesize it. The reactants are: Br[C:2]1[CH:7]=[CH:6][CH:5]=[C:4]([C:8]2[O:12][CH:11]=[N:10][CH:9]=2)[N:3]=1.[NH2:13][C:14]1[CH:19]=[C:18]([CH3:20])[CH:17]=[CH:16][N:15]=1.CC([O-])(C)C.[Na+].C1(C)C=CC=CC=1. (4) Given the product [Br:3][C:4]1[CH:5]=[CH:6][C:7]([C:18]2([C:17]([OH:20])=[O:1])[CH2:15][CH2:14]2)=[CH:8][CH:9]=1, predict the reactants needed to synthesize it. The reactants are: [OH-:1].[Na+].[Br:3][C:4]1[CH:9]=[CH:8][C:7](CC#N)=[CH:6][CH:5]=1.Br[CH2:14][CH2:15]Cl.[CH2:17]([OH:20])[CH2:18]O. (5) Given the product [Br-:13].[CH2:23]([N+:1]1[CH:2]=[CH:3][CH:4]=[C:5]([C@@H:7]2[CH2:12][CH2:11][CH2:10][N:8]2[CH3:9])[CH:6]=1)[CH2:22][CH2:21][CH2:20][CH2:19][CH2:18][CH2:17][CH2:16][CH:15]=[CH2:14], predict the reactants needed to synthesize it. The reactants are: [N:1]1[CH:6]=[C:5]([C@@H:7]2[CH2:12][CH2:11][CH2:10][N:8]2[CH3:9])[CH:4]=[CH:3][CH:2]=1.[Br:13][CH2:14][CH2:15][CH2:16][CH2:17][CH2:18][CH2:19][CH2:20][CH2:21][CH:22]=[CH2:23].